From a dataset of Full USPTO retrosynthesis dataset with 1.9M reactions from patents (1976-2016). Predict the reactants needed to synthesize the given product. (1) Given the product [CH3:19][O:18][CH2:17][CH2:16][O:1][C:2]1[CH:10]=[C:9]2[C:5]([CH:6]=[C:7]([C:11]([O:13][CH3:14])=[O:12])[NH:8]2)=[CH:4][CH:3]=1, predict the reactants needed to synthesize it. The reactants are: [OH:1][C:2]1[CH:10]=[C:9]2[C:5]([CH:6]=[C:7]([C:11]([O:13][CH3:14])=[O:12])[NH:8]2)=[CH:4][CH:3]=1.Br[CH2:16][CH2:17][O:18][CH3:19].C(=O)([O-])[O-].[Cs+].[Cs+]. (2) Given the product [C:2]([C:6]1[CH:10]=[C:9]([CH2:11][NH:12][C:37](=[O:38])[CH:36]([C:27]2[CH:28]=[CH:29][C:30]([CH2:31][O:32][CH2:33][CH2:34][OH:35])=[C:25]([F:24])[CH:26]=2)[CH3:40])[N:8]([C:13]2[CH:18]=[CH:17][CH:16]=[C:15]([O:19][C:20]([F:22])([F:23])[F:21])[CH:14]=2)[N:7]=1)([CH3:5])([CH3:3])[CH3:4], predict the reactants needed to synthesize it. The reactants are: Cl.[C:2]([C:6]1[CH:10]=[C:9]([CH2:11][NH2:12])[N:8]([C:13]2[CH:18]=[CH:17][CH:16]=[C:15]([O:19][C:20]([F:23])([F:22])[F:21])[CH:14]=2)[N:7]=1)([CH3:5])([CH3:4])[CH3:3].[F:24][C:25]1[CH:26]=[C:27]([CH:36]([CH3:40])[C:37](O)=[O:38])[CH:28]=[CH:29][C:30]=1[CH2:31][O:32][CH2:33][CH2:34][OH:35].C1C=CC2N(O)N=NC=2C=1.CN(C(ON1N=NC2C=CC=CC1=2)=[N+](C)C)C.[B-](F)(F)(F)F.CCN(C(C)C)C(C)C. (3) Given the product [ClH:21].[NH2:8][C@H:12]([CH2:11][OH:10])[CH2:13][C:14]1[CH:19]=[CH:18][C:17]([OH:20])=[C:16]([Cl:21])[CH:15]=1, predict the reactants needed to synthesize it. The reactants are: C(OC([N:8]1[C@@H:12]([CH2:13][C:14]2[CH:19]=[CH:18][C:17]([OH:20])=[C:16]([Cl:21])[CH:15]=2)[CH2:11][O:10]C1(C)C)=O)(C)(C)C.Cl. (4) Given the product [Cl:1][C:2]1[S:6][C:5](/[CH:7]=[CH:8]/[S:9]([N:12]([CH:38]([CH3:44])[C:39]([O:41][CH2:42][CH3:43])=[O:40])[C@H:13]2[CH2:17][CH2:16][N:15]([C:18]3[CH:19]=[CH:20][C:21]4[CH2:27][N:26]([C:28]([O:30][C:31]([CH3:32])([CH3:33])[CH3:34])=[O:29])[CH2:25][CH2:24][CH2:23][C:22]=4[CH:35]=3)[C:14]2=[O:36])(=[O:10])=[O:11])=[CH:4][CH:3]=1, predict the reactants needed to synthesize it. The reactants are: [Cl:1][C:2]1[S:6][C:5](/[CH:7]=[CH:8]/[S:9]([NH:12][C@H:13]2[CH2:17][CH2:16][N:15]([C:18]3[CH:19]=[CH:20][C:21]4[CH2:27][N:26]([C:28]([O:30][C:31]([CH3:34])([CH3:33])[CH3:32])=[O:29])[CH2:25][CH2:24][CH2:23][C:22]=4[CH:35]=3)[C:14]2=[O:36])(=[O:11])=[O:10])=[CH:4][CH:3]=1.Br[CH:38]([CH3:44])[C:39]([O:41][CH2:42][CH3:43])=[O:40]. (5) Given the product [Cl:1][C:2]1[CH:3]=[CH:4][C:5]([S:8]([N:11]2[CH:16]3[CH2:17][CH2:18][CH2:19][CH:12]2[C:13](=[CH:21][OH:22])[C:14](=[O:20])[CH2:15]3)(=[O:9])=[O:10])=[CH:6][CH:7]=1, predict the reactants needed to synthesize it. The reactants are: [Cl:1][C:2]1[CH:7]=[CH:6][C:5]([S:8]([N:11]2[CH:16]3[CH2:17][CH2:18][CH2:19][CH:12]2[CH2:13][C:14](=[O:20])[CH2:15]3)(=[O:10])=[O:9])=[CH:4][CH:3]=1.[CH:21](OCC)=[O:22].CC[O-].[Na+]. (6) Given the product [Cl:45][C:46]1[CH:47]=[C:48]([C@@H:52]([C@@H:61]2[O:66][CH2:33][CH2:32][N:31]([C:29](=[O:30])[NH:1][C@H:2]([C@H:3]([OH:16])[CH2:4][N:5]([CH3:15])[C:6]([O:7][CH2:8][CH2:9][Si:10]([CH3:12])([CH3:13])[CH3:11])=[O:14])[CH2:17][CH:18]3[CH2:19][CH2:20][O:21][CH2:22][CH2:23]3)[CH2:35]2)[O:53][CH2:54][CH2:55][NH:56][C:57](=[O:60])[O:58][CH3:59])[CH:49]=[CH:50][CH:51]=1, predict the reactants needed to synthesize it. The reactants are: [NH2:1][C@@H:2]([CH2:17][CH:18]1[CH2:23][CH2:22][O:21][CH2:20][CH2:19]1)[C@H:3]([OH:16])[CH2:4][N:5]([CH3:15])[C:6](=[O:14])[O:7][CH2:8][CH2:9][Si:10]([CH3:13])([CH3:12])[CH3:11].C1N=CN([C:29]([N:31]2[CH:35]=N[CH:33]=[CH:32]2)=[O:30])C=1.CCN(C(C)C)C(C)C.[Cl:45][C:46]1[CH:47]=[C:48]([C@@H:52]([C@@H:61]2[O:66]CCNC2)[O:53][CH2:54][CH2:55][NH:56][C:57](=[O:60])[O:58][CH3:59])[CH:49]=[CH:50][CH:51]=1. (7) The reactants are: [CH:1]1([CH2:7][NH:8][C:9]([C:11]2[C:16]([NH:17][C:18]([C:20]3[C:29]4[C:24](=[CH:25][CH:26]=[CH:27][CH:28]=4)[C:23](I)=[CH:22][CH:21]=3)=[O:19])=[CH:15][CH:14]=[CH:13][N:12]=2)=[O:10])[CH2:6][CH2:5][CH2:4][CH2:3][CH2:2]1.C1(P(C2CCCCC2)C2C=CC=CC=2C2C=[CH:48][CH:47]=[CH:46][C:45]=2[N:50]([CH3:52])C)CCCCC1.[Li+].C[Si]([N-][Si](C)(C)C)(C)C.N1CCCCC1. Given the product [CH:1]1([CH2:7][NH:8][C:9]([C:11]2[C:16]([NH:17][C:18]([C:20]3[C:29]4[C:24](=[CH:25][CH:26]=[CH:27][CH:28]=4)[C:23]([N:50]4[CH2:45][CH2:46][CH2:47][CH2:48][CH2:52]4)=[CH:22][CH:21]=3)=[O:19])=[CH:15][CH:14]=[CH:13][N:12]=2)=[O:10])[CH2:6][CH2:5][CH2:4][CH2:3][CH2:2]1, predict the reactants needed to synthesize it.